This data is from Catalyst prediction with 721,799 reactions and 888 catalyst types from USPTO. The task is: Predict which catalyst facilitates the given reaction. Reactant: [OH:1][C:2]1[CH:3]=[C:4]([CH:9]=[CH:10][CH:11]=1)[C:5]([O:7][CH3:8])=[O:6].C(=O)([O-])[O-].[K+].[K+].[Br:18][CH2:19][CH2:20]Br. Product: [Br:18][CH2:19][CH2:20][O:1][C:2]1[CH:3]=[C:4]([CH:9]=[CH:10][CH:11]=1)[C:5]([O:7][CH3:8])=[O:6]. The catalyst class is: 21.